From a dataset of Forward reaction prediction with 1.9M reactions from USPTO patents (1976-2016). Predict the product of the given reaction. (1) Given the reactants [NH2:1][C@H:2]([C:23]1[CH:28]=[CH:27][CH:26]=[CH:25][CH:24]=1)[CH2:3][CH2:4][N:5]1[CH2:10][CH2:9][CH:8]([C:11]2[CH:12]=[C:13]([NH:17][C:18](=[O:22])[CH:19]([CH3:21])[CH3:20])[CH:14]=[CH:15][CH:16]=2)[CH2:7][CH2:6]1.[CH3:29][N:30]([CH3:40])[C:31]1[CH:39]=[CH:38][C:34]([C:35](Cl)=[O:36])=[CH:33][CH:32]=1, predict the reaction product. The product is: [CH3:29][N:30]([CH3:40])[C:31]1[CH:39]=[CH:38][C:34]([C:35]([NH:1][C@H:2]([C:23]2[CH:24]=[CH:25][CH:26]=[CH:27][CH:28]=2)[CH2:3][CH2:4][N:5]2[CH2:10][CH2:9][CH:8]([C:11]3[CH:16]=[CH:15][CH:14]=[C:13]([NH:17][C:18](=[O:22])[CH:19]([CH3:21])[CH3:20])[CH:12]=3)[CH2:7][CH2:6]2)=[O:36])=[CH:33][CH:32]=1. (2) Given the reactants [OH:1][C:2]1[CH:7]=[C:6]([O:8][CH3:9])[CH:5]=[CH:4][C:3]=1[CH:10]([O:14][CH3:15])[C:11]([OH:13])=O.[NH2:16][CH2:17][C:18]1[CH:25]=[CH:24][C:21]([C:22]#[N:23])=[CH:20][CH:19]=1, predict the reaction product. The product is: [C:17]([C:18]1[CH:25]=[CH:24][C:21]([CH2:22][NH:23][C:11](=[O:13])[CH:10]([C:3]2[CH:4]=[CH:5][C:6]([O:8][CH3:9])=[CH:7][C:2]=2[OH:1])[O:14][CH3:15])=[CH:20][CH:19]=1)#[N:16]. (3) Given the reactants [Cl:1][C:2]1[CH:7]=[CH:6][C:5]([C@H:8]([NH:11][S@@](C(C)(C)C)=O)[CH2:9][CH3:10])=[C:4]([F:18])[C:3]=1[O:19][C:20]1[CH:21]=[N:22][C:23]([N:26]([CH3:28])[CH3:27])=[CH:24][CH:25]=1.Cl, predict the reaction product. The product is: [ClH:1].[NH2:11][C@@H:8]([C:5]1[C:4]([F:18])=[C:3]([C:2]([Cl:1])=[CH:7][CH:6]=1)[O:19][C:20]1[CH:25]=[CH:24][C:23]([N:26]([CH3:28])[CH3:27])=[N:22][CH:21]=1)[CH2:9][CH3:10]. (4) Given the reactants [C:1]1([C:7]2[CH:12]=[CH:11][CH:10]=[CH:9][C:8]=2O)[CH:6]=[CH:5][CH:4]=[CH:3][CH:2]=1.[CH2:14]=[O:15].[C:16]([NH2:20])([CH3:19])([CH3:18])[CH3:17].[CH:21](O)(C)C, predict the reaction product. The product is: [C:16]([N:20]1[CH2:21][C:5]2[CH:4]=[CH:3][CH:2]=[C:1]([C:7]3[CH:12]=[CH:11][CH:10]=[CH:9][CH:8]=3)[C:6]=2[O:15][CH2:14]1)([CH3:19])([CH3:18])[CH3:17]. (5) Given the reactants [OH:1][C@H:2]1[C@@H:6]([CH2:7][NH:8]C(OCC2C=CC=CC=2)=O)[CH2:5][N:4]([C:19]([O:21][C:22]([CH3:25])([CH3:24])[CH3:23])=[O:20])[CH2:3]1, predict the reaction product. The product is: [NH2:8][CH2:7][C@@H:6]1[C@H:2]([OH:1])[CH2:3][N:4]([C:19]([O:21][C:22]([CH3:25])([CH3:24])[CH3:23])=[O:20])[CH2:5]1.